This data is from NCI-60 drug combinations with 297,098 pairs across 59 cell lines. The task is: Regression. Given two drug SMILES strings and cell line genomic features, predict the synergy score measuring deviation from expected non-interaction effect. (1) Drug 1: CC1=C(C=C(C=C1)C(=O)NC2=CC(=CC(=C2)C(F)(F)F)N3C=C(N=C3)C)NC4=NC=CC(=N4)C5=CN=CC=C5. Drug 2: CCCCC(=O)OCC(=O)C1(CC(C2=C(C1)C(=C3C(=C2O)C(=O)C4=C(C3=O)C=CC=C4OC)O)OC5CC(C(C(O5)C)O)NC(=O)C(F)(F)F)O. Cell line: CAKI-1. Synergy scores: CSS=51.8, Synergy_ZIP=7.44, Synergy_Bliss=6.47, Synergy_Loewe=-3.23, Synergy_HSA=-2.16. (2) Drug 1: CC1CCC2CC(C(=CC=CC=CC(CC(C(=O)C(C(C(=CC(C(=O)CC(OC(=O)C3CCCCN3C(=O)C(=O)C1(O2)O)C(C)CC4CCC(C(C4)OC)OCCO)C)C)O)OC)C)C)C)OC. Drug 2: C1=CN(C=N1)CC(O)(P(=O)(O)O)P(=O)(O)O. Cell line: SK-MEL-28. Synergy scores: CSS=8.95, Synergy_ZIP=3.42, Synergy_Bliss=5.22, Synergy_Loewe=-0.613, Synergy_HSA=3.03. (3) Drug 1: C1CCC(CC1)NC(=O)N(CCCl)N=O. Drug 2: CS(=O)(=O)CCNCC1=CC=C(O1)C2=CC3=C(C=C2)N=CN=C3NC4=CC(=C(C=C4)OCC5=CC(=CC=C5)F)Cl. Cell line: MDA-MB-435. Synergy scores: CSS=7.55, Synergy_ZIP=4.19, Synergy_Bliss=12.4, Synergy_Loewe=5.33, Synergy_HSA=6.15.